Dataset: Reaction yield outcomes from USPTO patents with 853,638 reactions. Task: Predict the reaction yield, written as a fraction of the theoretical maximum amount of product (1.0 means a 100% yield; for example, 0.34 means a 34% yield). (1) The product is [CH3:20][C:10]1[CH:15]=[CH:14][C:13]([S:16]([O:9][C:3]2[C:2](=[O:1])[CH:8]=[CH:7][CH:6]=[CH:5][CH:4]=2)(=[O:18])=[O:17])=[CH:12][CH:11]=1. The yield is 0.630. The reactants are [OH:1][C:2]1[C:3](=[O:9])[CH:4]=[CH:5][CH:6]=[CH:7][CH:8]=1.[C:10]1([CH3:20])[CH:15]=[CH:14][C:13]([S:16](Cl)(=[O:18])=[O:17])=[CH:12][CH:11]=1. The catalyst is N1C=CC=CC=1. (2) The reactants are [S:1](=[O:5])(=[O:4])([OH:3])[OH:2].[OH:6][CH2:7][CH2:8][O:9][NH:10][C:11]([C:13]1[C:22]([NH:23][C:24]2[CH:29]=[CH:28][C:27]([Br:30])=[CH:26][C:25]=2[Cl:31])=[C:21]([F:32])[C:16]2[N:17]=[CH:18][N:19]([CH3:20])[C:15]=2[CH:14]=1)=[O:12].O. The catalyst is O1CCCC1. The product is [S:1]([OH:5])([OH:4])(=[O:3])=[O:2].[OH:6][CH2:7][CH2:8][O:9][NH:10][C:11]([C:13]1[C:22]([NH:23][C:24]2[CH:29]=[CH:28][C:27]([Br:30])=[CH:26][C:25]=2[Cl:31])=[C:21]([F:32])[C:16]2[N:17]=[CH:18][N:19]([CH3:20])[C:15]=2[CH:14]=1)=[O:12]. The yield is 0.820.